From a dataset of Full USPTO retrosynthesis dataset with 1.9M reactions from patents (1976-2016). Predict the reactants needed to synthesize the given product. Given the product [ClH:1].[Cl:1][C:2]1[CH:3]=[C:4]2[C:9](=[CH:10][CH:11]=1)[NH:8][C:7](=[O:12])[CH:6]=[CH:5]2, predict the reactants needed to synthesize it. The reactants are: [Cl:1][C:2]1[CH:3]=[C:4]2[C:9](=[CH:10][CH:11]=1)[NH:8][C:7](=[O:12])[C:6]([C@H](N[S@@](C(C)(C)C)=O)C)=[CH:5]2.Cl.C(OCC)C.